Predict which catalyst facilitates the given reaction. From a dataset of Catalyst prediction with 721,799 reactions and 888 catalyst types from USPTO. (1) Reactant: FC(F)(F)S(O[C:7]1[CH:16]=[CH:15][CH:14]=[C:13]2[C:8]=1[CH:9]=[CH:10][C:11]([CH3:17])=[N:12]2)(=O)=O.[C:20]([N:27]1[CH2:32][CH2:31][NH:30][CH2:29][CH2:28]1)([O:22][C:23]([CH3:26])([CH3:25])[CH3:24])=[O:21].C(=O)([O-])[O-].[Cs+].[Cs+].C1(P(C2C(P(C3C=CC=CC=3)C3C=CC=CC=3)=C(C3C4C(=CC=CC=4)C=CC=3)C3C(C=2)=CC=CC=3)C2C=CC=CC=2)C=CC=CC=1. Product: [CH3:17][C:11]1[CH:10]=[CH:9][C:8]2[C:13](=[CH:14][CH:15]=[CH:16][C:7]=2[N:30]2[CH2:29][CH2:28][N:27]([C:20]([O:22][C:23]([CH3:26])([CH3:25])[CH3:24])=[O:21])[CH2:32][CH2:31]2)[N:12]=1. The catalyst class is: 164. (2) Reactant: [CH2:1]([C:5]1([OH:24])[CH2:12][CH:11]2[CH:7]([CH2:8][CH:9]([NH:13][CH2:14][C:15]([N:17]3[CH2:21][CH2:20][CH2:19][CH:18]3[C:22]#[N:23])=[O:16])[CH2:10]2)[CH2:6]1)[CH2:2][CH2:3][CH3:4].C(=O)([O-])[O-].[K+].[K+].[C:31](O[C:31]([O:33][C:34]([CH3:37])([CH3:36])[CH3:35])=[O:32])([O:33][C:34]([CH3:37])([CH3:36])[CH3:35])=[O:32].O. Product: [C:34]([O:33][C:31](=[O:32])[N:13]([CH:9]1[CH2:10][CH:11]2[CH:7]([CH2:6][C:5]([CH2:1][CH2:2][CH2:3][CH3:4])([OH:24])[CH2:12]2)[CH2:8]1)[CH2:14][C:15]([N:17]1[CH2:21][CH2:20][CH2:19][CH:18]1[C:22]#[N:23])=[O:16])([CH3:37])([CH3:36])[CH3:35]. The catalyst class is: 4. (3) Reactant: Cl[C:2]1[C:11]2[C:6](=[CH:7][C:8]([Cl:14])=[C:9]([O:12][CH3:13])[CH:10]=2)[N:5]=[CH:4][C:3]=1[C:15]([NH2:17])=[O:16].[NH2:18][C:19]1[CH:20]=[C:21]([CH:26]=[CH:27][CH:28]=1)[C:22]([O:24][CH3:25])=[O:23]. Product: [NH2:17][C:15]([C:3]1[CH:4]=[N:5][C:6]2[C:11]([C:2]=1[NH:18][C:19]1[CH:20]=[C:21]([CH:26]=[CH:27][CH:28]=1)[C:22]([O:24][CH3:25])=[O:23])=[CH:10][C:9]([O:12][CH3:13])=[C:8]([Cl:14])[CH:7]=2)=[O:16]. The catalyst class is: 15. (4) Reactant: [CH2:1]([C@@H:8]1[CH2:12][O:11][C:10](=[O:13])[N:9]1[C:14](=[O:23])[CH2:15][C:16]1[CH:21]=[CH:20][CH:19]=[C:18]([Cl:22])[CH:17]=1)[C:2]1[CH:7]=[CH:6][CH:5]=[CH:4][CH:3]=1.CCN(C(C)C)C(C)C.CO[CH:35]1[N:39]([C:40]([O:42][C:43]([CH3:46])([CH3:45])[CH3:44])=[O:41])[C:38]([CH3:48])([CH3:47])[CH2:37][CH2:36]1. Product: [CH2:1]([C@@H:8]1[CH2:12][O:11][C:10](=[O:13])[N:9]1[C:14](=[O:23])[C@H:15]([C@H:35]1[N:39]([C:40]([O:42][C:43]([CH3:46])([CH3:45])[CH3:44])=[O:41])[C:38]([CH3:48])([CH3:47])[CH2:37][CH2:36]1)[C:16]1[CH:21]=[CH:20][CH:19]=[C:18]([Cl:22])[CH:17]=1)[C:2]1[CH:7]=[CH:6][CH:5]=[CH:4][CH:3]=1. The catalyst class is: 388. (5) Reactant: [NH2:1][C:2]1[C:3]2[C:10]([C:11]3[CH:16]=[CH:15][C:14]([O:17][CH2:18][C:19]4[CH:24]=[CH:23][CH:22]=[CH:21][CH:20]=4)=[CH:13][CH:12]=3)=[CH:9][N:8]([CH:25]3[CH2:30][CH2:29][C:28](=O)[CH2:27][CH2:26]3)[C:4]=2[N:5]=[CH:6][N:7]=1.[CH3:32][N:33]1[CH2:38][CH2:37][NH:36][CH2:35][CH2:34]1.C(O)(=O)C.C(O[BH-](OC(=O)C)OC(=O)C)(=O)C.[Na+].[Na].C(=O)(O)[O-].[Na+]. Product: [CH2:18]([O:17][C:14]1[CH:13]=[CH:12][C:11]([C:10]2[C:3]3[C:2]([NH2:1])=[N:7][CH:6]=[N:5][C:4]=3[N:8]([C@H:25]3[CH2:26][CH2:27][C@@H:28]([N:36]4[CH2:37][CH2:38][N:33]([CH3:32])[CH2:34][CH2:35]4)[CH2:29][CH2:30]3)[CH:9]=2)=[CH:16][CH:15]=1)[C:19]1[CH:24]=[CH:23][CH:22]=[CH:21][CH:20]=1. The catalyst class is: 701.